From a dataset of Peptide-MHC class II binding affinity with 134,281 pairs from IEDB. Regression. Given a peptide amino acid sequence and an MHC pseudo amino acid sequence, predict their binding affinity value. This is MHC class II binding data. (1) The peptide sequence is HGDGLGFLLDAAIRI. The MHC is DRB3_0202 with pseudo-sequence DRB3_0202. The binding affinity (normalized) is 0.570. (2) The peptide sequence is KLRFTCLSSTGSSCL. The MHC is DRB1_1302 with pseudo-sequence DRB1_1302. The binding affinity (normalized) is 0.487. (3) The peptide sequence is YDKKLANVSTVLTGK. The MHC is DRB1_1001 with pseudo-sequence DRB1_1001. The binding affinity (normalized) is 0.599.